From a dataset of Forward reaction prediction with 1.9M reactions from USPTO patents (1976-2016). Predict the product of the given reaction. (1) The product is: [F:1][C:2]1[C:7]([F:8])=[CH:6][CH:5]=[CH:4][C:3]=1[C:9]1[N:39]=[C:12]2[CH:13]=[N:14][N:15]([CH2:17][C:18]3[CH:23]=[CH:22][C:21]([C:27]4[CH:32]=[CH:31][C:30]([O:33][CH3:34])=[CH:29][C:28]=4[C:35]([F:36])([F:38])[F:37])=[CH:40][C:19]=3[NH2:20])[CH:16]=[C:11]2[N:10]=1. Given the reactants [F:1][C:2]1[C:7]([F:8])=[CH:6][CH:5]=[CH:4][C:3]=1[C:9]1[N:39]=[C:12]2[CH:13]=[N:14][N:15]([CH2:17][C:18]3[CH:19]=[N:20][C:21]([C:27]4[CH:32]=[CH:31][C:30]([O:33][CH3:34])=[CH:29][C:28]=4[C:35]([F:38])([F:37])[F:36])=[CH:22][C:23]=3[N+]([O-])=O)[CH:16]=[C:11]2[N:10]=1.[CH2:40]1COCC1, predict the reaction product. (2) Given the reactants [N:1]1([C:6]2[N:11]=[CH:10][C:9]([C:12]([O:14]C)=[O:13])=[CH:8][CH:7]=2)[CH:5]=[CH:4][N:3]=[CH:2]1.O1CCCC1.[OH-].[Na+].Cl, predict the reaction product. The product is: [N:1]1([C:6]2[N:11]=[CH:10][C:9]([C:12]([OH:14])=[O:13])=[CH:8][CH:7]=2)[CH:5]=[CH:4][N:3]=[CH:2]1. (3) Given the reactants [CH2:1]([O:3][C:4]([C:6]1[N:7]=[C:8]([Br:23])[N:9]([CH:20]([CH3:22])[CH3:21])[C:10]=1[CH:11]([C:13]1[CH:18]=[CH:17][C:16]([Cl:19])=[CH:15][CH:14]=1)O)=[O:5])[CH3:2].[NH2:24][C:25]1[CH:32]=[C:31]([Cl:33])[CH:30]=[CH:29][C:26]=1[C:27]#[N:28], predict the reaction product. The product is: [CH2:1]([O:3][C:4]([C:6]1[N:7]=[C:8]([Br:23])[N:9]([CH:20]([CH3:22])[CH3:21])[C:10]=1[CH:11]([NH:24][C:25]1[CH:32]=[C:31]([Cl:33])[CH:30]=[CH:29][C:26]=1[C:27]#[N:28])[C:13]1[CH:18]=[CH:17][C:16]([Cl:19])=[CH:15][CH:14]=1)=[O:5])[CH3:2].